This data is from Forward reaction prediction with 1.9M reactions from USPTO patents (1976-2016). The task is: Predict the product of the given reaction. (1) The product is: [O:16]=[C:17]1[CH2:22][CH2:21][N:20]([C:9]([O:11][C:12]([CH3:13])([CH3:14])[CH3:15])=[O:10])[CH2:19][CH:18]1[C:23]([O:25][CH3:26])=[O:24]. Given the reactants [C:9](O[C:9]([O:11][C:12]([CH3:15])([CH3:14])[CH3:13])=[O:10])([O:11][C:12]([CH3:15])([CH3:14])[CH3:13])=[O:10].[O:16]=[C:17]1[CH2:22][CH2:21][NH:20][CH2:19][CH:18]1[C:23]([O:25][CH3:26])=[O:24].C(N(CC)CC)C, predict the reaction product. (2) Given the reactants C(OC([N:8]1[CH2:13][C@H:12]([CH3:14])[NH:11][C@H:10]([CH3:15])[CH2:9]1)=O)(C)(C)C.C(=O)(O)[O-].[Na+].[N:21]#[C:22]Br.[Cl:24]CCl, predict the reaction product. The product is: [ClH:24].[CH3:15][C@H:10]1[CH2:9][NH:8][CH2:13][C@@H:12]([CH3:14])[N:11]1[C:22]#[N:21]. (3) Given the reactants Cl[C:2]1[CH:7]=[CH:6][N:5]=[C:4]2[CH:8]=[C:9]([C:11]([N:13]3[CH2:17][CH2:16][CH2:15][C@H:14]3[CH2:18][O:19][Si](C(C)(C)C)(C)C)=[O:12])[S:10][C:3]=12.[CH:27]1([NH:30][C:31]([C:33]2[C:34]3[CH:42]=[CH:41][C:40]([OH:43])=[CH:39][C:35]=3[S:36][C:37]=2[CH3:38])=[O:32])[CH2:29][CH2:28]1.C([O-])([O-])=O.[Cs+].[Cs+], predict the reaction product. The product is: [CH:27]1([NH:30][C:31]([C:33]2[C:34]3[CH:42]=[CH:41][C:40]([O:43][C:2]4[CH:7]=[CH:6][N:5]=[C:4]5[CH:8]=[C:9]([C:11]([N:13]6[CH2:17][CH2:16][CH2:15][C@H:14]6[CH2:18][OH:19])=[O:12])[S:10][C:3]=45)=[CH:39][C:35]=3[S:36][C:37]=2[CH3:38])=[O:32])[CH2:29][CH2:28]1. (4) Given the reactants [F:1][C:2]1[CH:7]=[C:6]([F:8])[CH:5]=[CH:4][C:3]=1[NH:9][C:10]([NH:12][C:13]1[CH:18]=[CH:17][C:16]([O:19][C:20]2[C:29]3[C:24](=[CH:25][C:26]([OH:32])=[C:27]([O:30][CH3:31])[CH:28]=3)[N:23]=[CH:22][CH:21]=2)=[CH:15][C:14]=1[F:33])=[O:11].C(=O)([O-])[O-].[K+].[K+].Cl.Cl[CH2:42][CH2:43][N:44]1[CH2:49][CH2:48][O:47][CH2:46][CH2:45]1.C(=O)([O-])O.[Na+], predict the reaction product. The product is: [F:1][C:2]1[CH:7]=[C:6]([F:8])[CH:5]=[CH:4][C:3]=1[NH:9][C:10]([NH:12][C:13]1[CH:18]=[CH:17][C:16]([O:19][C:20]2[C:29]3[C:24](=[CH:25][C:26]([O:32][CH2:42][CH2:43][N:44]4[CH2:49][CH2:48][O:47][CH2:46][CH2:45]4)=[C:27]([O:30][CH3:31])[CH:28]=3)[N:23]=[CH:22][CH:21]=2)=[CH:15][C:14]=1[F:33])=[O:11].